Dataset: CYP2D6 inhibition data for predicting drug metabolism from PubChem BioAssay. Task: Regression/Classification. Given a drug SMILES string, predict its absorption, distribution, metabolism, or excretion properties. Task type varies by dataset: regression for continuous measurements (e.g., permeability, clearance, half-life) or binary classification for categorical outcomes (e.g., BBB penetration, CYP inhibition). Dataset: cyp2d6_veith. (1) The drug is O=C(O)CCCC(=O)Nc1ccc(Sc2ccc([N+](=O)[O-])cc2)cc1. The result is 0 (non-inhibitor). (2) The drug is COc1ccccc1C(=O)N1CCN(c2ccccn2)CC1. The result is 0 (non-inhibitor). (3) The molecule is CCCC[C@@H]1C[C@H]1C(NC(=O)c1ccc(C(F)(F)F)cc1)c1ccc(C(=O)OC)cc1. The result is 0 (non-inhibitor).